Dataset: Forward reaction prediction with 1.9M reactions from USPTO patents (1976-2016). Task: Predict the product of the given reaction. (1) Given the reactants [Br:1][C:2]1[CH:7]=[C:6](F)[C:5]([N+:9]([O-:11])=[O:10])=[CH:4][C:3]=1[C:12]([F:15])([F:14])[F:13].C(N(C(C)C)CC)(C)C.[NH2:25][CH:26]1[CH2:31][CH2:30][N:29]([C:32]([O:34][C:35]([CH3:38])([CH3:37])[CH3:36])=[O:33])[CH2:28][CH2:27]1, predict the reaction product. The product is: [Br:1][C:2]1[C:3]([C:12]([F:15])([F:14])[F:13])=[CH:4][C:5]([N+:9]([O-:11])=[O:10])=[C:6]([NH:25][CH:26]2[CH2:27][CH2:28][N:29]([C:32]([O:34][C:35]([CH3:38])([CH3:37])[CH3:36])=[O:33])[CH2:30][CH2:31]2)[CH:7]=1. (2) Given the reactants [C:1]12([C:11]3[CH:21]=[CH:20][C:14]([O:15][CH2:16][C:17](O)=[O:18])=[CH:13][CH:12]=3)[CH2:10][CH:5]3[CH2:6][CH:7]([CH2:9][CH:3]([CH2:4]3)[CH2:2]1)[CH2:8]2.[CH3:22][O:23][C:24](=[O:36])[C:25]1[CH:34]=[CH:33][C:32]([NH2:35])=[C:27]([C:28]([O:30][CH3:31])=[O:29])[CH:26]=1.C1C=NC2N(O)N=NC=2C=1.CCN(C(C)C)C(C)C, predict the reaction product. The product is: [CH3:22][O:23][C:24](=[O:36])[C:25]1[CH:34]=[CH:33][C:32]([NH:35][C:17](=[O:18])[CH2:16][O:15][C:14]2[CH:13]=[CH:12][C:11]([C:1]34[CH2:10][CH:5]5[CH2:4][CH:3]([CH2:9][CH:7]([CH2:6]5)[CH2:8]3)[CH2:2]4)=[CH:21][CH:20]=2)=[C:27]([C:28]([O:30][CH3:31])=[O:29])[CH:26]=1. (3) Given the reactants Cl[C:2]([O:4][CH3:5])=[O:3].[Cl:6][C:7]1[CH:12]=[CH:11][CH:10]=[CH:9][C:8]=1[C:13]1[N:14]([CH2:29][C:30]([CH3:33])([OH:32])[CH3:31])[C:15]2[C:20]([N:21]=1)=[C:19]([N:22]1[CH2:27][CH2:26][NH:25][CH2:24][CH2:23]1)[N:18]=[C:17]([CH3:28])[N:16]=2.N1C=CC=CC=1, predict the reaction product. The product is: [Cl:6][C:7]1[CH:12]=[CH:11][CH:10]=[CH:9][C:8]=1[C:13]1[N:14]([CH2:29][C:30]([OH:32])([CH3:31])[CH3:33])[C:15]2[C:20]([N:21]=1)=[C:19]([N:22]1[CH2:23][CH2:24][N:25]([C:2]([O:4][CH3:5])=[O:3])[CH2:26][CH2:27]1)[N:18]=[C:17]([CH3:28])[N:16]=2. (4) Given the reactants Cl.Cl.[NH:3]1[C:7]2[CH:8]=[CH:9][CH:10]=[CH:11][C:6]=2[N:5]=[C:4]1[C@H:12]([NH2:22])[CH2:13][C:14]1[CH:19]=[CH:18][C:17]([O:20][CH3:21])=[CH:16][CH:15]=1.Cl.[CH3:24][CH:25]1[CH2:30][CH2:29][CH2:28][CH:27]([NH2:31])[CH2:26]1.[C:32](O)(C(F)(F)F)=[O:33], predict the reaction product. The product is: [NH:3]1[C:7]2[CH:8]=[CH:9][CH:10]=[CH:11][C:6]=2[N:5]=[C:4]1[C@H:12]([NH:22][C:32]([NH:31][CH:27]1[CH2:28][CH2:29][CH2:30][CH:25]([CH3:24])[CH2:26]1)=[O:33])[CH2:13][C:14]1[CH:19]=[CH:18][C:17]([O:20][CH3:21])=[CH:16][CH:15]=1. (5) Given the reactants [NH2:1][CH2:2][CH2:3][O:4][CH2:5][CH2:6][N:7]1[C:19]2[C:18]3[CH:17]=[CH:16][CH:15]=[CH:14][C:13]=3[N:12]=[C:11]([NH2:20])[C:10]=2[N:9]=[C:8]1[CH2:21][CH2:22][O:23][CH3:24].CCN(CC)CC.[C:32](Cl)(=[O:39])[C:33]1[CH:38]=[CH:37][CH:36]=[CH:35][CH:34]=1, predict the reaction product. The product is: [NH2:20][C:11]1[C:10]2[N:9]=[C:8]([CH2:21][CH2:22][O:23][CH3:24])[N:7]([CH2:6][CH2:5][O:4][CH2:3][CH2:2][NH:1][C:32](=[O:39])[C:33]3[CH:38]=[CH:37][CH:36]=[CH:35][CH:34]=3)[C:19]=2[C:18]2[CH:17]=[CH:16][CH:15]=[CH:14][C:13]=2[N:12]=1. (6) Given the reactants [NH:1]1[CH2:6][CH2:5][O:4][CH2:3][CH2:2]1.CCN(C(C)C)C(C)C.[Cl:16][C:17]1[N:22]=[C:21](Cl)[C:20]([F:24])=[CH:19][N:18]=1, predict the reaction product. The product is: [Cl:16][C:17]1[N:22]=[C:21]([N:1]2[CH2:6][CH2:5][O:4][CH2:3][CH2:2]2)[C:20]([F:24])=[CH:19][N:18]=1.